This data is from Forward reaction prediction with 1.9M reactions from USPTO patents (1976-2016). The task is: Predict the product of the given reaction. (1) Given the reactants Br[C:2]1[CH:3]=[C:4]([S:8]([NH:11][C:12]2[CH:20]=[CH:19][C:15]([C:16]([OH:18])=[O:17])=[C:14]([OH:21])[CH:13]=2)(=[O:10])=[O:9])[S:5][C:6]=1[Cl:7].[C:22]1(B(O)O)[CH:27]=[CH:26][CH:25]=[CH:24][CH:23]=1.C(=O)([O-])[O-].[Na+].[Na+].C(Cl)Cl, predict the reaction product. The product is: [Cl:7][C:6]1[S:5][C:4]([S:8]([NH:11][C:12]2[CH:20]=[CH:19][C:15]([C:16]([OH:18])=[O:17])=[C:14]([OH:21])[CH:13]=2)(=[O:10])=[O:9])=[CH:3][C:2]=1[C:22]1[CH:27]=[CH:26][CH:25]=[CH:24][CH:23]=1. (2) Given the reactants [NH2:1][C:2]1[CH:7]=[CH:6][C:5]([Br:8])=[CH:4][C:3]=1[SH:9].Br[CH2:11][C:12](OCC)=[O:13].C(=O)(O)[O-].[Na+], predict the reaction product. The product is: [Br:8][C:5]1[CH:6]=[CH:7][C:2]2[NH:1][C:12](=[O:13])[CH2:11][S:9][C:3]=2[CH:4]=1. (3) The product is: [CH3:1][C:2]1[CH:7]=[CH:6][C:5]([O:8][CH2:9][CH:10]=[CH2:11])=[CH:4][C:3]=1[NH2:12]. Given the reactants [CH3:1][C:2]1[CH:7]=[CH:6][C:5]([O:8][CH2:9][CH:10]=[CH2:11])=[CH:4][C:3]=1[N+:12]([O-])=O.C(O)(=O)C, predict the reaction product. (4) Given the reactants [CH3:1][O:2][C:3](=[O:39])[C:4]1[CH:9]=[CH:8][CH:7]=[C:6]([CH2:10][N:11]2[C:15](=[O:16])[C:14]([C:18]3[CH:23]=[CH:22][CH:21]=[C:20]([C:24]#[C:25][CH2:26][NH:27]C(OCC4C=CC=CC=4)=O)[CH:19]=3)([CH3:17])[NH:13][C:12]2=[O:38])[CH:5]=1.C(O)(=O)C, predict the reaction product. The product is: [CH3:1][O:2][C:3](=[O:39])[C:4]1[CH:9]=[CH:8][CH:7]=[C:6]([CH2:10][N:11]2[C:15](=[O:16])[C:14]([C:18]3[CH:23]=[CH:22][CH:21]=[C:20]([CH2:24][CH2:25][CH2:26][NH2:27])[CH:19]=3)([CH3:17])[NH:13][C:12]2=[O:38])[CH:5]=1. (5) Given the reactants [CH3:1][C:2]1[C:9]([CH2:10][C:11]2[CH:16]=[CH:15][C:14]([O:17][CH2:18][O:19][CH3:20])=[C:13]([CH:21]([CH3:23])[CH3:22])[CH:12]=2)=[C:8]([CH3:24])[CH:7]=[C:6]([OH:25])[C:3]=1[CH2:4]O, predict the reaction product. The product is: [CH3:20][O:19][CH2:18][O:17][C:14]1[CH:15]=[CH:16][C:11]([CH2:10][C:9]2[C:8]([CH3:24])=[CH:7][C:6]([OH:25])=[C:3]([CH3:4])[C:2]=2[CH3:1])=[CH:12][C:13]=1[CH:21]([CH3:23])[CH3:22]. (6) Given the reactants [Cl:1][C:2]1[CH:3]=[C:4]([CH:6]=[CH:7][CH:8]=1)[NH2:5].[CH:9](=O)[C:10]1[CH:15]=[CH:14][CH:13]=[CH:12][CH:11]=1.[BH-](OC(C)=O)(OC(C)=O)OC(C)=O.[Na+].C(O)(=O)C, predict the reaction product. The product is: [Cl:1][C:2]1[CH:3]=[C:4]([CH:6]=[CH:7][CH:8]=1)[NH:5][CH2:9][C:10]1[CH:15]=[CH:14][CH:13]=[CH:12][CH:11]=1.